This data is from Reaction yield outcomes from USPTO patents with 853,638 reactions. The task is: Predict the reaction yield, written as a fraction of the theoretical maximum amount of product (1.0 means a 100% yield; for example, 0.34 means a 34% yield). The reactants are [Cl:1][C:2]1[CH:3]=[C:4]2[C:8](=[CH:9][CH:10]=1)[NH:7][CH:6]=[C:5]2[CH2:11][CH2:12][NH:13][C:14](=[O:23])[C:15]1[CH:20]=[CH:19][C:18]([CH2:21]Cl)=[CH:17][CH:16]=1.[F:24][C:25]1[C:30]([O:31][CH3:32])=[CH:29][CH:28]=[CH:27][C:26]=1B(O)O.ClCCl.C(=O)([O-])[O-].[Na+].[Na+].[I-].[Na+]. The catalyst is C(COC)OC.O.C1C=CC(P(C2C=CC=CC=2)[C-]2C=CC=C2)=CC=1.C1C=CC(P(C2C=CC=CC=2)[C-]2C=CC=C2)=CC=1.Cl[Pd]Cl.[Fe+2]. The product is [Cl:1][C:2]1[CH:3]=[C:4]2[C:8](=[CH:9][CH:10]=1)[NH:7][CH:6]=[C:5]2[CH2:11][CH2:12][NH:13][C:14](=[O:23])[C:15]1[CH:20]=[CH:19][C:18]([CH2:21][C:26]2[CH:27]=[CH:28][CH:29]=[C:30]([O:31][CH3:32])[C:25]=2[F:24])=[CH:17][CH:16]=1. The yield is 0.340.